This data is from NCI-60 drug combinations with 297,098 pairs across 59 cell lines. The task is: Regression. Given two drug SMILES strings and cell line genomic features, predict the synergy score measuring deviation from expected non-interaction effect. (1) Drug 1: C1C(C(OC1N2C=C(C(=O)NC2=O)F)CO)O. Drug 2: CC1=C2C(C(=O)C3(C(CC4C(C3C(C(C2(C)C)(CC1OC(=O)C(C(C5=CC=CC=C5)NC(=O)C6=CC=CC=C6)O)O)OC(=O)C7=CC=CC=C7)(CO4)OC(=O)C)O)C)OC(=O)C. Cell line: NCI-H226. Synergy scores: CSS=13.0, Synergy_ZIP=-4.54, Synergy_Bliss=1.83, Synergy_Loewe=-6.30, Synergy_HSA=-1.46. (2) Drug 1: C1CC(=O)NC(=O)C1N2CC3=C(C2=O)C=CC=C3N. Cell line: TK-10. Drug 2: CCC1(CC2CC(C3=C(CCN(C2)C1)C4=CC=CC=C4N3)(C5=C(C=C6C(=C5)C78CCN9C7C(C=CC9)(C(C(C8N6C=O)(C(=O)OC)O)OC(=O)C)CC)OC)C(=O)OC)O.OS(=O)(=O)O. Synergy scores: CSS=0.217, Synergy_ZIP=-0.157, Synergy_Bliss=1.86, Synergy_Loewe=0.684, Synergy_HSA=0.686. (3) Cell line: HCC-2998. Drug 2: CS(=O)(=O)OCCCCOS(=O)(=O)C. Drug 1: C1=CN(C(=O)N=C1N)C2C(C(C(O2)CO)O)O.Cl. Synergy scores: CSS=39.6, Synergy_ZIP=1.02, Synergy_Bliss=1.36, Synergy_Loewe=-23.3, Synergy_HSA=3.33. (4) Drug 1: CC(CN1CC(=O)NC(=O)C1)N2CC(=O)NC(=O)C2. Drug 2: C1=CC(=CC=C1C#N)C(C2=CC=C(C=C2)C#N)N3C=NC=N3. Cell line: MDA-MB-435. Synergy scores: CSS=3.50, Synergy_ZIP=-1.31, Synergy_Bliss=3.01, Synergy_Loewe=-0.761, Synergy_HSA=-0.466. (5) Drug 1: C1=CC=C(C(=C1)C(C2=CC=C(C=C2)Cl)C(Cl)Cl)Cl. Cell line: SK-MEL-28. Drug 2: CC1=C(C=C(C=C1)C(=O)NC2=CC(=CC(=C2)C(F)(F)F)N3C=C(N=C3)C)NC4=NC=CC(=N4)C5=CN=CC=C5. Synergy scores: CSS=-5.30, Synergy_ZIP=0.424, Synergy_Bliss=-2.08, Synergy_Loewe=-4.74, Synergy_HSA=-4.16. (6) Drug 1: C1CN1P(=S)(N2CC2)N3CC3. Drug 2: CCC(=C(C1=CC=CC=C1)C2=CC=C(C=C2)OCCN(C)C)C3=CC=CC=C3.C(C(=O)O)C(CC(=O)O)(C(=O)O)O. Cell line: HCT116. Synergy scores: CSS=27.6, Synergy_ZIP=-1.31, Synergy_Bliss=-2.36, Synergy_Loewe=0.794, Synergy_HSA=0.973. (7) Drug 1: C1=NC2=C(N=C(N=C2N1C3C(C(C(O3)CO)O)F)Cl)N. Drug 2: COCCOC1=C(C=C2C(=C1)C(=NC=N2)NC3=CC=CC(=C3)C#C)OCCOC.Cl. Cell line: MCF7. Synergy scores: CSS=1.18, Synergy_ZIP=-1.02, Synergy_Bliss=0.355, Synergy_Loewe=-2.10, Synergy_HSA=-1.87. (8) Drug 1: CCCCCOC(=O)NC1=NC(=O)N(C=C1F)C2C(C(C(O2)C)O)O. Drug 2: CCN(CC)CCCC(C)NC1=C2C=C(C=CC2=NC3=C1C=CC(=C3)Cl)OC. Cell line: NCI-H322M. Synergy scores: CSS=15.6, Synergy_ZIP=-4.19, Synergy_Bliss=1.43, Synergy_Loewe=-21.1, Synergy_HSA=-0.159.